This data is from Reaction yield outcomes from USPTO patents with 853,638 reactions. The task is: Predict the reaction yield, written as a fraction of the theoretical maximum amount of product (1.0 means a 100% yield; for example, 0.34 means a 34% yield). The reactants are [CH3:1][O:2][C:3]1[CH:4]=[C:5]([C:12]2[CH:17]=[CH:16][C:15]([C:18](=[O:27])[CH2:19][C:20]([CH3:26])([CH3:25])[C:21]([O:23][CH3:24])=[O:22])=[CH:14][CH:13]=2)[CH:6]=[CH:7][C:8]=1[N+:9]([O-])=O.Cl. The catalyst is C(O)C.[Fe]. The product is [NH2:9][C:8]1[CH:7]=[CH:6][C:5]([C:12]2[CH:13]=[CH:14][C:15]([C:18](=[O:27])[CH2:19][C:20]([CH3:26])([CH3:25])[C:21]([O:23][CH3:24])=[O:22])=[CH:16][CH:17]=2)=[CH:4][C:3]=1[O:2][CH3:1]. The yield is 0.670.